The task is: Predict the reaction yield, written as a fraction of the theoretical maximum amount of product (1.0 means a 100% yield; for example, 0.34 means a 34% yield).. This data is from Reaction yield outcomes from USPTO patents with 853,638 reactions. (1) The reactants are [C:1]([Cu])#[N:2].[CH3:4][O:5][C:6]([C@H:8]1[N:12]2[C:13](=[O:35])[C:14](Br)=[C:15]([CH2:23][C:24]3[C:33]4[C:28](=[CH:29][CH:30]=[CH:31][CH:32]=4)[CH:27]=[CH:26][CH:25]=3)[C:16]([C:17]3[CH:22]=[CH:21][CH:20]=[CH:19][CH:18]=3)=[C:11]2[S:10][CH2:9]1)=[O:7]. The catalyst is CN1C(=O)CCC1. The product is [CH3:4][O:5][C:6]([C@H:8]1[N:12]2[C:13](=[O:35])[C:14]([C:1]#[N:2])=[C:15]([CH2:23][C:24]3[C:33]4[C:28](=[CH:29][CH:30]=[CH:31][CH:32]=4)[CH:27]=[CH:26][CH:25]=3)[C:16]([C:17]3[CH:22]=[CH:21][CH:20]=[CH:19][CH:18]=3)=[C:11]2[S:10][CH2:9]1)=[O:7]. The yield is 0.820. (2) The reactants are [CH2:1]([N:8]1[C:16]2[C:15](=[O:17])[NH:14][C:13](=[O:18])[NH:12][C:11]=2[N:10]=[CH:9]1)[C:2]1[CH:7]=[CH:6][CH:5]=[CH:4][CH:3]=1.C(=O)([O-])[O-].[K+].[K+].[CH2:25](I)[CH2:26][CH2:27][CH3:28].C(O)(=O)C. The catalyst is CN(C=O)C. The product is [CH2:25]([N:12]1[C:11]2[N:10]=[CH:9][N:8]([CH2:1][C:2]3[CH:7]=[CH:6][CH:5]=[CH:4][CH:3]=3)[C:16]=2[C:15](=[O:17])[NH:14][C:13]1=[O:18])[CH2:26][CH2:27][CH3:28]. The yield is 0.450. (3) The product is [Br:29][C:30]1[CH:31]=[CH:32][C:33]([C:34]2[O:61][C:38]([C@H:39]([NH:50][C:51]3[CH:56]=[CH:55][C:54]([C:57]#[N:58])=[C:53]([Cl:59])[C:52]=3[CH3:60])[C@@H:40]([O:42][Si:43]([C:46]([CH3:48])([CH3:49])[CH3:47])([CH3:44])[CH3:45])[CH3:41])=[N:37][N:36]=2)=[CH:62][CH:63]=1. The catalyst is C(Cl)Cl. The yield is 0.890. The reactants are C1(P(C2C=CC=CC=2)C2C=CC=CC=2)C=CC=CC=1.II.CCN(CC)CC.[Br:29][C:30]1[CH:63]=[CH:62][C:33]([C:34]([NH:36][NH:37][C:38](=[O:61])[C@H:39]([NH:50][C:51]2[CH:56]=[CH:55][C:54]([C:57]#[N:58])=[C:53]([Cl:59])[C:52]=2[CH3:60])[C@@H:40]([O:42][Si:43]([C:46]([CH3:49])([CH3:48])[CH3:47])([CH3:45])[CH3:44])[CH3:41])=O)=[CH:32][CH:31]=1. (4) The reactants are [Cl:1][C:2]1[CH:30]=[CH:29][C:5]([CH2:6][N:7]([CH2:25][CH:26]([CH3:28])[CH3:27])[S:8]([C:11]2[CH:16]=[CH:15][C:14]([O:17][C@@H:18]3[CH2:23][CH2:22][NH:21][CH2:20][C@H:19]3[OH:24])=[CH:13][CH:12]=2)(=[O:10])=[O:9])=[CH:4][CH:3]=1.C(N(CC)CC)C.[CH:38]([Si:41](OS(C(F)(F)F)(=O)=O)([CH:45]([CH3:47])[CH3:46])[CH:42]([CH3:44])[CH3:43])([CH3:40])[CH3:39].O. The catalyst is C(Cl)Cl. The product is [Cl:1][C:2]1[CH:30]=[CH:29][C:5]([CH2:6][N:7]([CH2:25][CH:26]([CH3:28])[CH3:27])[S:8]([C:11]2[CH:12]=[CH:13][C:14]([O:17][C@@H:18]3[CH2:23][CH2:22][NH:21][CH2:20][C@H:19]3[O:24][Si:41]([CH:45]([CH3:47])[CH3:46])([CH:42]([CH3:44])[CH3:43])[CH:38]([CH3:40])[CH3:39])=[CH:15][CH:16]=2)(=[O:10])=[O:9])=[CH:4][CH:3]=1. The yield is 0.700.